From a dataset of Full USPTO retrosynthesis dataset with 1.9M reactions from patents (1976-2016). Predict the reactants needed to synthesize the given product. (1) The reactants are: [NH2:1][C:2]1[N:7]2[N:8]=[CH:9][C:10]([C:11]3[CH:12]=[N:13][C:14]4C([CH:20]=3)=CC=CC=4)=[C:6]2[N:5]=[C:4]([CH:21]2[CH2:26][CH2:25][N:24]([CH2:27][C:28]([OH:30])=[O:29])[CH2:23][CH2:22]2)[C:3]=1[Br:31].[NH2:32]C1N2N=CC(C3C=NN(C)C=3)=C2N=C(C2CCN(CC(OC(C)(C)C)=O)CC2)C=1.NC1N2N=CC(C3C=NC4C(C=3)=CC=CC=4)=C2N=C(C2CCN(CC(OC(C)(C)C)=O)CC2)C=1. Given the product [NH2:1][C:2]1[N:7]2[N:8]=[CH:9][C:10]([C:11]3[CH:20]=[N:32][N:13]([CH3:14])[CH:12]=3)=[C:6]2[N:5]=[C:4]([CH:21]2[CH2:26][CH2:25][N:24]([CH2:27][C:28]([OH:30])=[O:29])[CH2:23][CH2:22]2)[C:3]=1[Br:31], predict the reactants needed to synthesize it. (2) Given the product [Br:13][CH2:14][CH2:15][CH2:16][CH2:17][CH2:18][C:1]1([C:6]([O:8][CH2:9][CH2:10][CH2:11][CH3:12])=[O:7])[CH2:5][CH2:4][CH2:3][CH2:2]1, predict the reactants needed to synthesize it. The reactants are: [CH:1]1([C:6]([O:8][CH2:9][CH2:10][CH2:11][CH3:12])=[O:7])[CH2:5][CH2:4][CH2:3][CH2:2]1.[Br:13][CH2:14][CH2:15][CH2:16][CH2:17][CH2:18]Br.[Li+].CC([N-]C(C)C)C. (3) Given the product [CH2:10]([O:12][C:13]1[C:16](=[O:17])[C:15](=[O:20])[C:14]=1[NH:1][C:2]1[C:3]([O:8][CH3:9])=[N:4][CH:5]=[CH:6][CH:7]=1)[CH3:11], predict the reactants needed to synthesize it. The reactants are: [NH2:1][C:2]1[C:3]([O:8][CH3:9])=[N:4][CH:5]=[CH:6][CH:7]=1.[CH2:10]([O:12][C:13]1[C:14](=O)[C:15](=[O:20])[C:16]=1[O:17]CC)[CH3:11]. (4) The reactants are: Br[C:2]1[C:10]2[N:9]3[CH2:11][CH2:12][NH:13][C:14](=[O:15])[C:8]3=[C:7]([CH3:16])[C:6]=2[CH:5]=[C:4]([C:17]#[N:18])[CH:3]=1.[F:19][C:20]1[CH:21]=[C:22](B(O)O)[CH:23]=[C:24]([F:27])[C:25]=1[F:26]. Given the product [CH3:16][C:7]1[C:6]2[CH:5]=[C:4]([C:17]#[N:18])[CH:3]=[C:2]([C:22]3[CH:21]=[C:20]([F:19])[C:25]([F:26])=[C:24]([F:27])[CH:23]=3)[C:10]=2[N:9]2[CH2:11][CH2:12][NH:13][C:14](=[O:15])[C:8]=12, predict the reactants needed to synthesize it.